This data is from HIV replication inhibition screening data with 41,000+ compounds from the AIDS Antiviral Screen. The task is: Binary Classification. Given a drug SMILES string, predict its activity (active/inactive) in a high-throughput screening assay against a specified biological target. (1) The compound is O=C(C=Cc1ccc2c(c1)OCO2)NCCc1ccco1. The result is 0 (inactive). (2) The compound is Clc1ccc(CN2COc3c(cc(Cl)c4cccnc34)C2)cc1. The result is 0 (inactive). (3) The molecule is CC1=C(N(C)C)C(=O)c2nc3n(c2C1=O)CCC3OC(N)=O. The result is 0 (inactive). (4) The result is 0 (inactive). The molecule is COc1cc2c(cc1OC)C(C#N)C2.